The task is: Binary Classification. Given a drug SMILES string, predict its activity (active/inactive) in a high-throughput screening assay against a specified biological target.. This data is from HIV replication inhibition screening data with 41,000+ compounds from the AIDS Antiviral Screen. The compound is Cc1cc(N(CCC#N)CCC#N)ccc1C=C(NC(=O)C=Cc1ccccc1)C(=O)N=[N+]=[N-]. The result is 0 (inactive).